This data is from NCI-60 drug combinations with 297,098 pairs across 59 cell lines. The task is: Regression. Given two drug SMILES strings and cell line genomic features, predict the synergy score measuring deviation from expected non-interaction effect. Drug 1: C1=C(C(=O)NC(=O)N1)F. Drug 2: C1=CC(=CC=C1CCCC(=O)O)N(CCCl)CCCl. Cell line: NCI/ADR-RES. Synergy scores: CSS=30.2, Synergy_ZIP=-12.4, Synergy_Bliss=-11.5, Synergy_Loewe=-9.56, Synergy_HSA=-6.23.